Dataset: Full USPTO retrosynthesis dataset with 1.9M reactions from patents (1976-2016). Task: Predict the reactants needed to synthesize the given product. (1) Given the product [Br:37][CH2:2][CH2:3][O:4][C:5]1[C:10]([C:11]2[CH:16]=[CH:15][C:14]([S:17]([CH3:20])(=[O:19])=[O:18])=[CH:13][CH:12]=2)=[CH:9][C:8]([C:21]2[NH:30][C:29](=[O:31])[C:28]3[C:23](=[CH:24][C:25]([O:34][CH3:35])=[CH:26][C:27]=3[O:32][CH3:33])[N:22]=2)=[CH:7][CH:6]=1, predict the reactants needed to synthesize it. The reactants are: O[CH2:2][CH2:3][O:4][C:5]1[C:10]([C:11]2[CH:16]=[CH:15][C:14]([S:17]([CH3:20])(=[O:19])=[O:18])=[CH:13][CH:12]=2)=[CH:9][C:8]([C:21]2[NH:30][C:29](=[O:31])[C:28]3[C:23](=[CH:24][C:25]([O:34][CH3:35])=[CH:26][C:27]=3[O:32][CH3:33])[N:22]=2)=[CH:7][CH:6]=1.P(Br)(Br)[Br:37]. (2) Given the product [CH2:13]([S:10][C:7]1[C:5]2[C:4](=[CH:3][CH:2]=[CH:1][CH:6]=2)[NH:9][CH:8]=1)[C:14]1[CH:19]=[CH:18][CH:17]=[CH:16][CH:15]=1, predict the reactants needed to synthesize it. The reactants are: [CH:1]1[CH:6]=[C:5]2[C:7]([SH:10])=[CH:8][NH:9][C:4]2=[CH:3][CH:2]=1.[H-].[Na+].[CH2:13](Br)[C:14]1[CH:19]=[CH:18][CH:17]=[CH:16][CH:15]=1.O. (3) Given the product [C:5]([OH:7])(=[O:6])[C:4]1[CH:8]=[CH:9][CH:10]=[CH:12][CH:3]=1, predict the reactants needed to synthesize it. The reactants are: CO[C:3]1N=[CH:10][CH:9]=[CH:8][C:4]=1[C:5]([OH:7])=[O:6].[CH3:12]CN(C(C)C)C(C)C.CN(C(ON1N=NC2C=CC=NC1=2)=[N+](C)C)C.F[P-](F)(F)(F)(F)F.OCC1CCCN1CCN1C2C(C(=O)NC(=O)N=2)=NC2C=C(C)C(C)=CC1=2. (4) The reactants are: [C-:1]#[N:2].[K+].Br[CH2:5][C:6]1[C:15]([O:16][CH3:17])=[C:14]2[O:18][C:19]([CH3:22])([CH3:21])[CH2:20][C:13]2=[C:12]2[C:7]=1[CH2:8][C:9]([CH3:30])([CH3:29])[N:10]=[C:11]2[C:23]1[CH:28]=[CH:27][CH:26]=[CH:25][CH:24]=1. Given the product [CH3:17][O:16][C:15]1[C:14]2[O:18][C:19]([CH3:21])([CH3:22])[CH2:20][C:13]=2[C:12]2[C:11]([C:23]3[CH:28]=[CH:27][CH:26]=[CH:25][CH:24]=3)=[N:10][C:9]([CH3:30])([CH3:29])[CH2:8][C:7]=2[C:6]=1[CH2:5][C:1]#[N:2], predict the reactants needed to synthesize it. (5) Given the product [CH2:12]([O:19][C:20]1[CH:29]=[CH:28][C:27]2[N+:26]([O-:6])=[CH:25][C:24]3[N:30]=[C:31]([CH2:37][O:38][CH3:39])[N:32]([CH2:33][CH:34]([CH3:36])[CH3:35])[C:23]=3[C:22]=2[CH:21]=1)[C:13]1[CH:18]=[CH:17][CH:16]=[CH:15][CH:14]=1, predict the reactants needed to synthesize it. The reactants are: ClC1C=C(C=CC=1)C(OO)=[O:6].[CH2:12]([O:19][C:20]1[CH:29]=[CH:28][C:27]2[N:26]=[CH:25][C:24]3[N:30]=[C:31]([CH2:37][O:38][CH3:39])[N:32]([CH2:33][CH:34]([CH3:36])[CH3:35])[C:23]=3[C:22]=2[CH:21]=1)[C:13]1[CH:18]=[CH:17][CH:16]=[CH:15][CH:14]=1.C(=O)([O-])[O-].[Na+].[Na+]. (6) Given the product [F:32][C:33]1[CH:41]=[C:40]([F:42])[CH:39]=[CH:38][C:34]=1[C:35]([NH:1][C:2]1[CH:3]=[CH:4][C:5]([CH2:6][N:7]2[C:15]3[C:10](=[CH:11][CH:12]=[C:13]([F:16])[CH:14]=3)[C:9]([CH2:17][C:18]([O:20][CH2:21][CH3:22])=[O:19])=[N:8]2)=[CH:23][CH:24]=1)=[O:36], predict the reactants needed to synthesize it. The reactants are: [NH2:1][C:2]1[CH:24]=[CH:23][C:5]([CH2:6][N:7]2[C:15]3[C:10](=[CH:11][CH:12]=[C:13]([F:16])[CH:14]=3)[C:9]([CH2:17][C:18]([O:20][CH2:21][CH3:22])=[O:19])=[N:8]2)=[CH:4][CH:3]=1.C(N(CC)CC)C.[F:32][C:33]1[CH:41]=[C:40]([F:42])[CH:39]=[CH:38][C:34]=1[C:35](Cl)=[O:36].C(=O)(O)[O-].[Na+].